Dataset: Forward reaction prediction with 1.9M reactions from USPTO patents (1976-2016). Task: Predict the product of the given reaction. (1) Given the reactants BrC1N=CC(C(N2CCN(C3C(C)=CC(C)=CN=3)CC2)=O)=CC=1.C(C1NC(=O)N(CC2C=CC(OC)=CC=2)C1=O)C.[CH3:42][C:43]1[C:44]([N:50]2[CH2:55][CH2:54][N:53]([C:56]([C:58]3[CH:59]=[CH:60][C:61]([N:64]4[CH:68]([CH2:69][CH3:70])[C:67](=[O:71])[N:66](CC5C=CC(OC)=CC=5)[C:65]4=[O:81])=[N:62][CH:63]=3)=[O:57])[CH2:52][CH2:51]2)=[N:45][CH:46]=[C:47]([CH3:49])[CH:48]=1, predict the reaction product. The product is: [CH3:42][C:43]1[C:44]([N:50]2[CH2:51][CH2:52][N:53]([C:56]([C:58]3[CH:59]=[CH:60][C:61]([N:64]4[CH:68]([CH2:69][CH3:70])[C:67](=[O:71])[NH:66][C:65]4=[O:81])=[N:62][CH:63]=3)=[O:57])[CH2:54][CH2:55]2)=[N:45][CH:46]=[C:47]([CH3:49])[CH:48]=1. (2) Given the reactants [CH3:1][S:2][C:3]1[C:4]2[S:11][CH:10]=[C:9]([C:12]([OH:14])=O)[C:5]=2[N:6]=[CH:7][N:8]=1.ClC1C2SC=C(C(O)=O)C=2N=CN=1.[Br:28][C:29]1[C:34]([O:35][CH3:36])=[CH:33][C:32]([NH2:37])=[CH:31][C:30]=1[O:38][CH3:39].FC1C(OC)=CC(OC)=C(F)C=1N, predict the reaction product. The product is: [Br:28][C:29]1[C:34]([O:35][CH3:36])=[CH:33][C:32]([NH:37][C:12]([C:9]2[C:5]3[N:6]=[CH:7][N:8]=[C:3]([S:2][CH3:1])[C:4]=3[S:11][CH:10]=2)=[O:14])=[CH:31][C:30]=1[O:38][CH3:39]. (3) Given the reactants [F:1][C:2]1[CH:3]=[C:4]2[C:12](=[CH:13][CH:14]=1)[NH:11][C:10]1[CH2:9][CH2:8][C@@H:7](C(O)=O)[CH2:6][C:5]2=1.C1(P(N=[N+]=[N-])(C2C=CC=CC=2)=[O:25])C=CC=CC=1.C([N:37]([CH2:40]C)CC)C.[CH2:42]([OH:49])[C:43]1[CH:48]=[CH:47][CH:46]=[CH:45][CH:44]=1, predict the reaction product. The product is: [F:1][C:2]1[CH:3]=[C:4]2[C:12](=[CH:13][CH:14]=1)[NH:11][C:10]1[CH2:9][CH2:8][C@@H:7]([NH:37][C:40](=[O:25])[O:49][CH2:42][C:43]3[CH:48]=[CH:47][CH:46]=[CH:45][CH:44]=3)[CH2:6][C:5]2=1. (4) Given the reactants Cl.Cl.[O:3]1[C:8]2=[CH:9][CH:10]=[CH:11][C:7]2=[CH:6][C:5]([CH:12]2[CH2:17][CH2:16][CH2:15][CH2:14][N:13]2[CH2:18][CH2:19][C@H:20]2[CH2:25][CH2:24][C@H:23]([NH2:26])[CH2:22][CH2:21]2)=[CH:4]1.[O:27]1[C:31]2[CH:32]=[CH:33][C:34]([C:36](O)=[O:37])=[CH:35][C:30]=2[O:29][CH2:28]1, predict the reaction product. The product is: [O:3]1[C:8]2=[CH:9][CH:10]=[CH:11][C:7]2=[CH:6][C:5]([CH:12]2[CH2:17][CH2:16][CH2:15][CH2:14][N:13]2[CH2:18][CH2:19][C@H:20]2[CH2:21][CH2:22][C@H:23]([NH:26][C:36]([C:34]3[CH:33]=[CH:32][C:31]4[O:27][CH2:28][O:29][C:30]=4[CH:35]=3)=[O:37])[CH2:24][CH2:25]2)=[CH:4]1.